Dataset: Forward reaction prediction with 1.9M reactions from USPTO patents (1976-2016). Task: Predict the product of the given reaction. The product is: [C:2]1([N:8]2[CH2:13][CH2:12][O:11][CH2:10][CH2:9]2)[CH:7]=[CH:6][CH:5]=[CH:4][CH:3]=1. Given the reactants I[C:2]1[CH:7]=[CH:6][CH:5]=[CH:4][CH:3]=1.[NH:8]1[CH2:13][CH2:12][O:11][CH2:10][CH2:9]1.N1CCC[C@H]1C(O)=O, predict the reaction product.